From a dataset of Catalyst prediction with 721,799 reactions and 888 catalyst types from USPTO. Predict which catalyst facilitates the given reaction. (1) Reactant: [CH2:1]([O:3][C:4](=[O:13])[CH:5](Cl)[O:6][C:7]([S:9][CH2:10][CH3:11])=[O:8])[CH3:2].[Na+].[I-:15]. Product: [CH2:1]([O:3][C:4](=[O:13])[CH:5]([I:15])[O:6][C:7]([S:9][CH2:10][CH3:11])=[O:8])[CH3:2]. The catalyst class is: 883. (2) Reactant: [C:1]([O:5][N:6]=[C:7]1[C:16]2[C:11](=[CH:12][CH:13]=[C:14](Br)[CH:15]=2)[O:10][C:9]([C:18]2[N:19]=[CH:20][C:21]3[C:26]([CH:27]=2)=[CH:25][CH:24]=[CH:23][CH:22]=3)=[CH:8]1)([CH3:4])([CH3:3])[CH3:2].P([O-])([O-])([O-])=O.[K+].[K+].[K+].C1(B2OC(C)(C)C(C)(C)O2)CC1.[Cl-].[NH4+:49].[C:50]1([CH3:56])[CH:55]=[CH:54][CH:53]=[CH:52][CH:51]=1. Product: [C:1]([O:5][N:6]=[C:7]1[C:16]2[C:11](=[CH:12][C:13]([C:56]#[C:50][C:51]3[CH:52]=[CH:53][CH:54]=[CH:55][N:49]=3)=[CH:14][CH:15]=2)[O:10][C:9]([C:18]2[N:19]=[CH:20][C:21]3[C:26]([CH:27]=2)=[CH:25][CH:24]=[CH:23][CH:22]=3)=[CH:8]1)([CH3:4])([CH3:3])[CH3:2]. The catalyst class is: 167. (3) Reactant: CN(C(ON1N=NC2C=CC=NC1=2)=[N+](C)C)C.F[P-](F)(F)(F)(F)F.[CH:25]([C:28]1[S:29][C:30]([CH3:36])=[C:31]([C:33]([OH:35])=O)[N:32]=1)([CH3:27])[CH3:26].[O:37]1[C:42]2([CH2:47][CH2:46][N:45]([CH2:48][C:49]3[C:50]([F:58])=[C:51]([CH2:55][CH2:56][OH:57])[CH:52]=[CH:53][CH:54]=3)[CH2:44][CH2:43]2)[CH2:41][NH:40][CH2:39][CH2:38]1.C(N(CC)CC)C. Product: [F:58][C:50]1[C:51]([CH2:55][CH2:56][OH:57])=[CH:52][CH:53]=[CH:54][C:49]=1[CH2:48][N:45]1[CH2:46][CH2:47][C:42]2([O:37][CH2:38][CH2:39][N:40]([C:33]([C:31]3[N:32]=[C:28]([CH:25]([CH3:26])[CH3:27])[S:29][C:30]=3[CH3:36])=[O:35])[CH2:41]2)[CH2:43][CH2:44]1. The catalyst class is: 3. (4) Reactant: [Cl:1][C:2]1[CH:3]=[C:4]([C:13]2[O:14][C:15]3[CH:21]=[C:20]([OH:22])[CH:19]=[CH:18][C:16]=3[N:17]=2)[CH:5]=[CH:6][C:7]=1[O:8][CH2:9][CH:10]1[CH2:12][CH2:11]1.O[CH2:24][C@@H:25]([NH:27][C:28](=[O:34])[O:29][C:30]([CH3:33])([CH3:32])[CH3:31])[CH3:26].C1(P(C2C=CC=CC=2)C2C=CC=CC=2)C=CC=CC=1.C1(C)C=CC=CC=1.N(C(OC(C)C)=O)=NC(OC(C)C)=O. Product: [Cl:1][C:2]1[CH:3]=[C:4]([C:13]2[O:14][C:15]3[CH:21]=[C:20]([O:22][CH2:26][C@@H:25]([NH:27][C:28](=[O:34])[O:29][C:30]([CH3:31])([CH3:33])[CH3:32])[CH3:24])[CH:19]=[CH:18][C:16]=3[N:17]=2)[CH:5]=[CH:6][C:7]=1[O:8][CH2:9][CH:10]1[CH2:11][CH2:12]1. The catalyst class is: 1. (5) Reactant: Br[C:2]1[CH:3]=[C:4]([C:8]([OH:17])([C:13]([F:16])([F:15])[F:14])[C:9]([F:12])([F:11])[F:10])[CH:5]=[CH:6][CH:7]=1.[CH3:18][C:19]1([CH3:35])[C:23]([CH3:25])([CH3:24])[O:22][B:21]([B:21]2[O:22][C:23]([CH3:25])([CH3:24])[C:19]([CH3:35])([CH3:18])[O:20]2)[O:20]1.CC([O-])=O.[K+]. Product: [F:10][C:9]([F:12])([F:11])[C:8]([C:4]1[CH:5]=[CH:6][CH:7]=[C:2]([B:21]2[O:22][C:23]([CH3:25])([CH3:24])[C:19]([CH3:35])([CH3:18])[O:20]2)[CH:3]=1)([OH:17])[C:13]([F:16])([F:15])[F:14]. The catalyst class is: 418. (6) Reactant: C1(P(C2C=CC=CC=2)C2C=CC=CC=2)C=CC=CC=1.O[CH:21]1[CH2:25][CH2:24][N:23]([C:26]([O:28][C:29]([CH3:32])([CH3:31])[CH3:30])=[O:27])[CH2:22]1.C(Br)(Br)(Br)[Br:34]. Product: [Br:34][CH:21]1[CH2:25][CH2:24][N:23]([C:26]([O:28][C:29]([CH3:32])([CH3:31])[CH3:30])=[O:27])[CH2:22]1. The catalyst class is: 1. (7) Product: [F:26][CH:25]([F:27])[C:15]1[N:14]([C:4]2[N:5]=[C:6]([N:8]3[CH2:13][CH2:12][O:11][CH2:10][CH2:9]3)[N:7]=[C:2]([C:38]3[CH2:37][CH2:36][CH2:41][N:40]([C:42]([O:44][C:45]([CH3:48])([CH3:47])[CH3:46])=[O:43])[CH:39]=3)[N:3]=2)[C:18]2[CH:19]=[CH:20][CH:21]=[C:22]([O:23][CH3:24])[C:17]=2[N:16]=1. The catalyst class is: 75. Reactant: Cl[C:2]1[N:7]=[C:6]([N:8]2[CH2:13][CH2:12][O:11][CH2:10][CH2:9]2)[N:5]=[C:4]([N:14]2[C:18]3[CH:19]=[CH:20][CH:21]=[C:22]([O:23][CH3:24])[C:17]=3[N:16]=[C:15]2[CH:25]([F:27])[F:26])[N:3]=1.CC1(C)C(C)(C)OB([C:36]2[CH2:37][CH2:38][CH2:39][N:40]([C:42]([O:44][C:45]([CH3:48])([CH3:47])[CH3:46])=[O:43])[CH:41]=2)O1.C([O-])([O-])=O.[Na+].[Na+].